Dataset: Reaction yield outcomes from USPTO patents with 853,638 reactions. Task: Predict the reaction yield, written as a fraction of the theoretical maximum amount of product (1.0 means a 100% yield; for example, 0.34 means a 34% yield). (1) The yield is 0.106. The product is [OH:28][C@@H:26]([CH3:27])[CH2:25][O:24][NH:23][C:19]([C:11]1[N:12]=[CH:13][C:14]2[N:15]([CH:16]=[N:17][CH:18]=2)[C:10]=1[NH:9][C:3]1[CH:4]=[CH:5][C:6]([I:8])=[CH:7][C:2]=1[F:1])=[O:21]. The reactants are [F:1][C:2]1[CH:7]=[C:6]([I:8])[CH:5]=[CH:4][C:3]=1[NH:9][C:10]1[N:15]2[CH:16]=[N:17][CH:18]=[C:14]2[CH:13]=[N:12][C:11]=1[C:19]([OH:21])=O.Cl.[NH2:23][O:24][CH2:25][C@@H:26]([OH:28])[CH3:27].CCN(C(C)C)C(C)C.C1C=CC2N(O)N=NC=2C=1.CCN=C=NCCCN(C)C. The catalyst is CN(C=O)C.C(OCC)(=O)C. (2) The reactants are [CH2:1]([C:3]1[CH:8]=[CH:7][C:6]([C@H:9]2[CH2:14][C@@H:13]([C:15]([F:18])([F:17])[F:16])[N:12]3[N:19]=[CH:20][C:21]([C:22]([OH:24])=O)=[C:11]3[NH:10]2)=[CH:5][CH:4]=1)[CH3:2].CN(C(ON1N=NC2C=CC=NC1=2)=[N+](C)C)C.F[P-](F)(F)(F)(F)F.C(N(CC)C(C)C)(C)C.[CH3:58][C:59]1[CH:66]=[CH:65][C:62]([CH2:63][NH2:64])=[CH:61][CH:60]=1. No catalyst specified. The product is [CH2:1]([C:3]1[CH:8]=[CH:7][C:6]([C@H:9]2[CH2:14][C@@H:13]([C:15]([F:18])([F:16])[F:17])[N:12]3[N:19]=[CH:20][C:21]([C:22]([NH:64][CH2:63][C:62]4[CH:65]=[CH:66][C:59]([CH3:58])=[CH:60][CH:61]=4)=[O:24])=[C:11]3[NH:10]2)=[CH:5][CH:4]=1)[CH3:2]. The yield is 0.840. (3) The reactants are [C:1]([O:5][C:6]([N:8]([CH3:30])[CH2:9][CH2:10][N:11]([CH3:29])[C:12]([C:14]1[S:18][C:17](CNC(=O)OC(C)(C)C)=[CH:16][C:15]=1[CH3:28])=[O:13])=[O:7])([CH3:4])([CH3:3])[CH3:2].[CH2:31]([N:33](CC)CC)C.C(OC(OC(C)(C)C)=O)(OC(C)(C)C)=O. No catalyst specified. The product is [CH3:30][N:8]([CH2:9][CH2:10][N:11]([CH3:29])[C:12]([C:14]1[S:18][C:17]([NH:33][CH3:31])=[CH:16][C:15]=1[CH3:28])=[O:13])[C:6](=[O:7])[O:5][C:1]([CH3:2])([CH3:3])[CH3:4]. The yield is 0.990.